From a dataset of NCI-60 drug combinations with 297,098 pairs across 59 cell lines. Regression. Given two drug SMILES strings and cell line genomic features, predict the synergy score measuring deviation from expected non-interaction effect. (1) Drug 1: CS(=O)(=O)C1=CC(=C(C=C1)C(=O)NC2=CC(=C(C=C2)Cl)C3=CC=CC=N3)Cl. Drug 2: CN1C(=O)N2C=NC(=C2N=N1)C(=O)N. Cell line: HOP-92. Synergy scores: CSS=11.6, Synergy_ZIP=-0.374, Synergy_Bliss=1.51, Synergy_Loewe=1.99, Synergy_HSA=1.77. (2) Drug 1: CC1C(C(CC(O1)OC2CC(CC3=C2C(=C4C(=C3O)C(=O)C5=C(C4=O)C(=CC=C5)OC)O)(C(=O)CO)O)N)O.Cl. Drug 2: CC1=CC2C(CCC3(C2CCC3(C(=O)C)OC(=O)C)C)C4(C1=CC(=O)CC4)C. Cell line: T-47D. Synergy scores: CSS=7.45, Synergy_ZIP=-1.52, Synergy_Bliss=1.35, Synergy_Loewe=2.46, Synergy_HSA=2.65. (3) Drug 1: CC1=CC=C(C=C1)C2=CC(=NN2C3=CC=C(C=C3)S(=O)(=O)N)C(F)(F)F. Drug 2: C(CC(=O)O)C(=O)CN.Cl. Cell line: 786-0. Synergy scores: CSS=13.9, Synergy_ZIP=-1.90, Synergy_Bliss=3.99, Synergy_Loewe=-0.991, Synergy_HSA=-0.109. (4) Drug 1: CCCCC(=O)OCC(=O)C1(CC(C2=C(C1)C(=C3C(=C2O)C(=O)C4=C(C3=O)C=CC=C4OC)O)OC5CC(C(C(O5)C)O)NC(=O)C(F)(F)F)O. Drug 2: C1=NC(=NC(=O)N1C2C(C(C(O2)CO)O)O)N. Cell line: SK-MEL-28. Synergy scores: CSS=29.8, Synergy_ZIP=8.12, Synergy_Bliss=11.5, Synergy_Loewe=5.24, Synergy_HSA=11.0. (5) Drug 1: CC1=C(C=C(C=C1)NC(=O)C2=CC=C(C=C2)CN3CCN(CC3)C)NC4=NC=CC(=N4)C5=CN=CC=C5. Drug 2: CC1=C2C(C(=O)C3(C(CC4C(C3C(C(C2(C)C)(CC1OC(=O)C(C(C5=CC=CC=C5)NC(=O)C6=CC=CC=C6)O)O)OC(=O)C7=CC=CC=C7)(CO4)OC(=O)C)O)C)OC(=O)C. Cell line: SK-MEL-5. Synergy scores: CSS=25.9, Synergy_ZIP=6.46, Synergy_Bliss=6.25, Synergy_Loewe=-17.9, Synergy_HSA=-0.516. (6) Drug 1: C1=CN(C=N1)CC(O)(P(=O)(O)O)P(=O)(O)O. Drug 2: C1CNP(=O)(OC1)N(CCCl)CCCl. Cell line: NCI-H522. Synergy scores: CSS=-1.18, Synergy_ZIP=0.596, Synergy_Bliss=-0.889, Synergy_Loewe=-2.07, Synergy_HSA=-2.41.